Dataset: Catalyst prediction with 721,799 reactions and 888 catalyst types from USPTO. Task: Predict which catalyst facilitates the given reaction. Reactant: [Cl:1][C:2]1[CH:3]=[C:4]([NH:9][C:10](=[O:19])[CH2:11][NH:12][C:13]2[CH:18]=[CH:17][CH:16]=[CH:15][CH:14]=2)[CH:5]=[CH:6][C:7]=1[Cl:8].[F:20][C:21]([F:32])([F:31])[C:22]1[CH:23]=[C:24]([CH:28]=[CH:29][CH:30]=1)[C:25](Cl)=[O:26]. Product: [Cl:1][C:2]1[CH:3]=[C:4]([NH:9][C:10]([CH2:11][N:12]([C:13]2[CH:14]=[CH:15][CH:16]=[CH:17][CH:18]=2)[C:25](=[O:26])[C:24]2[CH:28]=[CH:29][CH:30]=[C:22]([C:21]([F:20])([F:31])[F:32])[CH:23]=2)=[O:19])[CH:5]=[CH:6][C:7]=1[Cl:8]. The catalyst class is: 1.